This data is from Full USPTO retrosynthesis dataset with 1.9M reactions from patents (1976-2016). The task is: Predict the reactants needed to synthesize the given product. (1) Given the product [CH:8]1([C:7]2[O:6][N:5]=[C:4]([C:11]3[CH:16]=[CH:15][CH:14]=[CH:13][C:12]=3[O:17][C:18]([F:21])([F:20])[F:19])[C:3]=2[CH2:2][O:38][C:25]2[CH:26]=[CH:27][C:28]([B:29]3[O:33][C:32]([CH3:34])([CH3:35])[C:31]([CH3:37])([CH3:36])[O:30]3)=[C:23]([CH3:22])[CH:24]=2)[CH2:10][CH2:9]1, predict the reactants needed to synthesize it. The reactants are: Br[CH2:2][C:3]1[C:4]([C:11]2[CH:16]=[CH:15][CH:14]=[CH:13][C:12]=2[O:17][C:18]([F:21])([F:20])[F:19])=[N:5][O:6][C:7]=1[CH:8]1[CH2:10][CH2:9]1.[CH3:22][C:23]1[CH:24]=[C:25]([OH:38])[CH:26]=[CH:27][C:28]=1[B:29]1[O:33][C:32]([CH3:35])([CH3:34])[C:31]([CH3:37])([CH3:36])[O:30]1.C(=O)([O-])[O-].[K+].[K+]. (2) Given the product [Br:1][C:2]1[CH:3]=[C:4]([CH:8]=[C:9]([S:12]([N:15]2[CH2:19][CH2:18][CH2:17][CH2:16]2)(=[O:14])=[O:13])[C:10]=1[NH:24][CH2:23][CH2:22][O:21][CH3:20])[C:5]([OH:7])=[O:6], predict the reactants needed to synthesize it. The reactants are: [Br:1][C:2]1[CH:3]=[C:4]([CH:8]=[C:9]([S:12]([N:15]2[CH2:19][CH2:18][CH2:17][CH2:16]2)(=[O:14])=[O:13])[C:10]=1F)[C:5]([OH:7])=[O:6].[CH3:20][O:21][CH2:22][CH2:23][NH2:24]. (3) Given the product [F:18][C:15]1[CH:16]=[CH:17][C:12]([C@@H:10]([N:8]([CH3:9])[C:6]2[CH:5]=[C:4]([C:19]3[CH:20]=[N:21][N:22]([CH3:24])[CH:23]=3)[CH:3]=[C:2]([NH:25][C:26]3[CH:31]=[N:30][CH:29]=[CH:28][N:27]=3)[N:7]=2)[CH3:11])=[CH:13][CH:14]=1, predict the reactants needed to synthesize it. The reactants are: Cl[C:2]1[N:7]=[C:6]([N:8]([C@H:10]([C:12]2[CH:17]=[CH:16][C:15]([F:18])=[CH:14][CH:13]=2)[CH3:11])[CH3:9])[CH:5]=[C:4]([C:19]2[CH:20]=[N:21][N:22]([CH3:24])[CH:23]=2)[CH:3]=1.[NH2:25][C:26]1[CH:31]=[N:30][CH:29]=[CH:28][N:27]=1.C1(P(C2CCCCC2)C2C=CC=CC=2C2C(C(C)C)=CC(C(C)C)=CC=2C(C)C)CCCCC1.CC(C)([O-])C.[Na+]. (4) Given the product [Br:2][C:3]1[N:12]=[C:6]2[CH2:7][CH:8]([NH:11][C:22]([C:21]3[N:17]([CH3:16])[N:18]=[CH:19][C:20]=3[C:25]3[CH:30]=[CH:29][CH:28]=[C:27]([CH3:31])[N:26]=3)=[O:23])[CH2:9][CH2:10][N:5]2[N:4]=1, predict the reactants needed to synthesize it. The reactants are: Cl.[Br:2][C:3]1[N:12]=[C:6]2[CH2:7][CH:8]([NH2:11])[CH2:9][CH2:10][N:5]2[N:4]=1.C(Cl)Cl.[CH3:16][N:17]1[C:21]([C:22](Cl)=[O:23])=[C:20]([C:25]2[CH:30]=[CH:29][CH:28]=[C:27]([CH3:31])[N:26]=2)[CH:19]=[N:18]1.C(=O)([O-])O.[Na+]. (5) Given the product [CH3:1][O:2][C:3]([NH:5][C@H:6]([C:20]([NH:22][CH2:23][CH2:24][CH:25]([F:49])[CH2:26][C@@H:27]([C:44]([O:46][CH2:47][CH3:48])=[O:45])[N:28]([S:32]([C:35]1[CH:40]=[CH:39][C:38]([NH2:41])=[CH:37][CH:36]=1)(=[O:34])=[O:33])[CH:29]([CH3:31])[CH3:30])=[O:21])[CH:7]([C:8]1[CH:9]=[CH:10][CH:11]=[CH:12][CH:13]=1)[C:14]1[CH:19]=[CH:18][CH:17]=[CH:16][CH:15]=1)=[O:4], predict the reactants needed to synthesize it. The reactants are: [CH3:1][O:2][C:3]([NH:5][C@H:6]([C:20]([NH:22][CH2:23][CH2:24][CH:25]([F:49])[CH2:26][C@@H:27]([C:44]([O:46][CH2:47][CH3:48])=[O:45])[N:28]([S:32]([C:35]1[CH:40]=[CH:39][C:38]([N+:41]([O-])=O)=[CH:37][CH:36]=1)(=[O:34])=[O:33])[CH:29]([CH3:31])[CH3:30])=[O:21])[CH:7]([C:14]1[CH:19]=[CH:18][CH:17]=[CH:16][CH:15]=1)[C:8]1[CH:13]=[CH:12][CH:11]=[CH:10][CH:9]=1)=[O:4]. (6) Given the product [CH2:14]([O:13][C:11]([C:10]1[CH:9]=[N:8][N:7]2[C:2]([NH:40][C:35]3[CH:36]=[CH:37][CH:38]=[C:39]4[C:34]=3[CH:33]=[CH:32][N:31]4[CH3:30])=[C:3]([C:16]([N:18]3[CH2:23][CH2:22][CH:21]([C:24]4[CH:29]=[CH:28][CH:27]=[CH:26][CH:25]=4)[CH2:20][CH2:19]3)=[O:17])[CH:4]=[N:5][C:6]=12)=[O:12])[CH3:15], predict the reactants needed to synthesize it. The reactants are: Cl[C:2]1[N:7]2[N:8]=[CH:9][C:10]([C:11]([O:13][CH2:14][CH3:15])=[O:12])=[C:6]2[N:5]=[CH:4][C:3]=1[C:16]([N:18]1[CH2:23][CH2:22][CH:21]([C:24]2[CH:29]=[CH:28][CH:27]=[CH:26][CH:25]=2)[CH2:20][CH2:19]1)=[O:17].[CH3:30][N:31]1[C:39]2[C:34](=[C:35]([NH2:40])[CH:36]=[CH:37][CH:38]=2)[CH:33]=[CH:32]1.